From a dataset of Merck oncology drug combination screen with 23,052 pairs across 39 cell lines. Regression. Given two drug SMILES strings and cell line genomic features, predict the synergy score measuring deviation from expected non-interaction effect. (1) Drug 1: CC(=O)OC1C(=O)C2(C)C(O)CC3OCC3(OC(C)=O)C2C(OC(=O)c2ccccc2)C2(O)CC(OC(=O)C(O)C(NC(=O)c3ccccc3)c3ccccc3)C(C)=C1C2(C)C. Drug 2: CNC(=O)c1cc(Oc2ccc(NC(=O)Nc3ccc(Cl)c(C(F)(F)F)c3)cc2)ccn1. Cell line: T47D. Synergy scores: synergy=-17.7. (2) Drug 1: COc1cccc2c1C(=O)c1c(O)c3c(c(O)c1C2=O)CC(O)(C(=O)CO)CC3OC1CC(N)C(O)C(C)O1. Drug 2: Cc1nc(Nc2ncc(C(=O)Nc3c(C)cccc3Cl)s2)cc(N2CCN(CCO)CC2)n1. Cell line: CAOV3. Synergy scores: synergy=13.7. (3) Synergy scores: synergy=-32.7. Cell line: OVCAR3. Drug 1: COC1=C2CC(C)CC(OC)C(O)C(C)C=C(C)C(OC(N)=O)C(OC)C=CC=C(C)C(=O)NC(=CC1=O)C2=O. Drug 2: CNC(=O)c1cc(Oc2ccc(NC(=O)Nc3ccc(Cl)c(C(F)(F)F)c3)cc2)ccn1. (4) Drug 1: O=S1(=O)NC2(CN1CC(F)(F)F)C1CCC2Cc2cc(C=CCN3CCC(C(F)(F)F)CC3)ccc2C1. Drug 2: N#Cc1ccc(Cn2cncc2CN2CCN(c3cccc(Cl)c3)C(=O)C2)cc1. Cell line: COLO320DM. Synergy scores: synergy=10.1. (5) Drug 1: O=C(NOCC(O)CO)c1ccc(F)c(F)c1Nc1ccc(I)cc1F. Cell line: KPL1. Synergy scores: synergy=10.0. Drug 2: CNC(=O)c1cc(Oc2ccc(NC(=O)Nc3ccc(Cl)c(C(F)(F)F)c3)cc2)ccn1. (6) Drug 1: COC1CC2CCC(C)C(O)(O2)C(=O)C(=O)N2CCCCC2C(=O)OC(C(C)CC2CCC(OP(C)(C)=O)C(OC)C2)CC(=O)C(C)C=C(C)C(O)C(OC)C(=O)C(C)CC(C)C=CC=CC=C1C. Drug 2: CCc1c2c(nc3ccc(O)cc13)-c1cc3c(c(=O)n1C2)COC(=O)C3(O)CC. Cell line: PA1. Synergy scores: synergy=6.90. (7) Drug 1: CC1CC2C3CCC4=CC(=O)C=CC4(C)C3(F)C(O)CC2(C)C1(O)C(=O)CO. Drug 2: CCc1cnn2c(NCc3ccc[n+]([O-])c3)cc(N3CCCCC3CCO)nc12. Cell line: EFM192B. Synergy scores: synergy=-7.05. (8) Drug 1: CS(=O)(=O)CCNCc1ccc(-c2ccc3ncnc(Nc4ccc(OCc5cccc(F)c5)c(Cl)c4)c3c2)o1. Cell line: LNCAP. Drug 2: NC(=O)c1cccc2cn(-c3ccc(C4CCCNC4)cc3)nc12. Synergy scores: synergy=-47.1. (9) Drug 1: O=c1[nH]cc(F)c(=O)[nH]1. Drug 2: O=C(CCCCCCC(=O)Nc1ccccc1)NO. Cell line: RPMI7951. Synergy scores: synergy=-0.241.